Task: Predict the product of the given reaction.. Dataset: Forward reaction prediction with 1.9M reactions from USPTO patents (1976-2016) (1) Given the reactants [CH2:1]([O:3][C:4](=[O:16])[C:5]([O:8][C:9]1[CH:14]=[CH:13][C:12]([OH:15])=[CH:11][CH:10]=1)([CH3:7])[CH3:6])[CH3:2].[C:17]1([C:23]2[C:27]3[CH:28]=[CH:29][C:30]([O:35][CH:36]([CH2:44][CH2:45][CH3:46])[CH2:37][CH2:38]OS(C)(=O)=O)=[C:31]([CH2:32][CH2:33][CH3:34])[C:26]=3[O:25][N:24]=2)[CH:22]=[CH:21][CH:20]=[CH:19][CH:18]=1.C([O-])([O-])=O.[Cs+].[Cs+], predict the reaction product. The product is: [CH2:1]([O:3][C:4](=[O:16])[C:5]([CH3:7])([O:8][C:9]1[CH:10]=[CH:11][C:12]([O:15][CH2:38][CH2:37][CH:36]([O:35][C:30]2[CH:29]=[CH:28][C:27]3[C:23]([C:17]4[CH:18]=[CH:19][CH:20]=[CH:21][CH:22]=4)=[N:24][O:25][C:26]=3[C:31]=2[CH2:32][CH2:33][CH3:34])[CH2:44][CH2:45][CH3:46])=[CH:13][CH:14]=1)[CH3:6])[CH3:2]. (2) Given the reactants [Br:1][C:2]1[CH:3]=[C:4]([CH:12]=[CH:13][CH:14]=1)[O:5][CH2:6][CH2:7][C:8]([CH3:11])(O)[CH3:9].[Cl-].[Al+3].[Cl-].[Cl-].Cl, predict the reaction product. The product is: [Br:1][C:2]1[CH:3]=[C:4]2[C:12]([C:8]([CH3:11])([CH3:9])[CH2:7][CH2:6][O:5]2)=[CH:13][CH:14]=1. (3) Given the reactants [C:1]1([C:15]([O:17][CH2:18][CH3:19])=[O:16])[CH:6]=[C:5]([C:7]([O-:9])=O)[CH:4]=[C:3]([C:10]([O:12][CH2:13][CH3:14])=[O:11])[CH:2]=1.Cl.[CH2:21]([O:28][NH2:29])[C:22]1[CH:27]=[CH:26][CH:25]=[CH:24][CH:23]=1.CN1CCOCC1.C(Cl)CCl, predict the reaction product. The product is: [C:22]1([CH2:21][O:28][NH:29][C:7]([C:5]2[CH:4]=[C:3]([C:10]([O:12][CH2:13][CH3:14])=[O:11])[CH:2]=[C:1]([C:15]([O:17][CH2:18][CH3:19])=[O:16])[CH:6]=2)=[O:9])[CH:27]=[CH:26][CH:25]=[CH:24][CH:23]=1. (4) The product is: [CH3:16][C:15]1[N:3]=[N:2][N:1]([C:4]2[CH:9]=[CH:8][C:7]([NH2:10])=[CH:6][CH:5]=2)[CH:14]=1. Given the reactants [N:1]([C:4]1[CH:9]=[CH:8][C:7]([N+:10]([O-])=O)=[CH:6][CH:5]=1)=[N+:2]=[N-:3].Br[CH2:14][C:15]#[CH:16], predict the reaction product. (5) Given the reactants [C:1]1([CH:7]([C:23]2[CH:28]=[CH:27][CH:26]=[CH:25][CH:24]=2)[CH2:8][CH:9]2[C:18]3[C:13](=[CH:14][C:15]([O:21][CH3:22])=[C:16]([O:19][CH3:20])[CH:17]=3)[CH2:12][CH2:11][NH:10]2)[CH:6]=[CH:5][CH:4]=[CH:3][CH:2]=1.C(N(CC)CC)C.[C:36](OC(=O)C)(=[O:38])[CH3:37], predict the reaction product. The product is: [C:36]([N:10]1[CH2:11][CH2:12][C:13]2[C:18](=[CH:17][C:16]([O:19][CH3:20])=[C:15]([O:21][CH3:22])[CH:14]=2)[CH:9]1[CH2:8][CH:7]([C:1]1[CH:2]=[CH:3][CH:4]=[CH:5][CH:6]=1)[C:23]1[CH:28]=[CH:27][CH:26]=[CH:25][CH:24]=1)(=[O:38])[CH3:37]. (6) Given the reactants [OH:1][C:2]1[C:11]2[C:6](=[CH:7][C:8]([C:12]([F:15])([F:14])[F:13])=[CH:9][CH:10]=2)[N:5]=[CH:4][C:3]=1[CH2:16]O.S(Cl)([Cl:20])=O, predict the reaction product. The product is: [OH:1][C:2]1[C:11]2[C:6](=[CH:7][C:8]([C:12]([F:15])([F:14])[F:13])=[CH:9][CH:10]=2)[N:5]=[CH:4][C:3]=1[CH2:16][Cl:20]. (7) Given the reactants O=C1C2C(=CC=CC=2)C(=O)[N:3]1[O:12][CH2:13][C:14]1[C:22]2[C:17](=[CH:18][CH:19]=[CH:20][CH:21]=2)[N:16]([C:23]([O:25][C:26]([CH3:29])([CH3:28])[CH3:27])=[O:24])[CH:15]=1.O.NN, predict the reaction product. The product is: [NH2:3][O:12][CH2:13][C:14]1[C:22]2[C:17](=[CH:18][CH:19]=[CH:20][CH:21]=2)[N:16]([C:23]([O:25][C:26]([CH3:29])([CH3:28])[CH3:27])=[O:24])[CH:15]=1.